From a dataset of Forward reaction prediction with 1.9M reactions from USPTO patents (1976-2016). Predict the product of the given reaction. Given the reactants Br[C:2]1[CH:7]=[CH:6][C:5]([O:8][CH3:9])=[CH:4][C:3]=1[O:10][CH2:11][O:12][CH3:13].[Li]CCCC.[I:19]I, predict the reaction product. The product is: [I:19][C:2]1[CH:7]=[CH:6][C:5]([O:8][CH3:9])=[CH:4][C:3]=1[O:10][CH2:11][O:12][CH3:13].